From a dataset of Full USPTO retrosynthesis dataset with 1.9M reactions from patents (1976-2016). Predict the reactants needed to synthesize the given product. Given the product [CH:30]1([CH2:29][CH:28]([N:4]2[C:3](=[O:15])[CH:2]=[C:7]([O:24][C:19]3[CH:20]=[CH:21][CH:22]=[CH:23][C:18]=3[O:17][CH3:16])[CH:6]=[N:5]2)[C:27]([OH:26])=[O:36])[CH2:34][CH2:33][CH2:32][CH2:31]1, predict the reactants needed to synthesize it. The reactants are: Cl[C:2]1[C:3](=[O:15])[N:4](C2CCCCO2)[N:5]=[CH:6][C:7]=1Cl.[CH3:16][O:17][C:18]1[CH:23]=[CH:22][CH:21]=[CH:20][C:19]=1[OH:24].C[O:26][C:27](=[O:36])[CH:28](Br)[CH2:29][CH:30]1[CH2:34][CH2:33][CH2:32][CH2:31]1.